This data is from Forward reaction prediction with 1.9M reactions from USPTO patents (1976-2016). The task is: Predict the product of the given reaction. (1) Given the reactants [NH:1]1[C:9]2[C:4](=[CH:5][CH:6]=[CH:7][CH:8]=2)[C:3](/[CH:10]=[CH:11]/[C:12]2[CH:25]=[CH:24][C:15]([C:16]([N:18]3[CH2:23][CH2:22][NH:21][CH2:20][CH2:19]3)=[O:17])=[CH:14][CH:13]=2)=[N:2]1.[CH3:26]N1CCOCC1.Cl.C(N=C=NCCCN(C)C)C.O.ON1C2C=CC=CC=2N=N1.C[CH:57](C)[CH2:58][C:59]([NH:61][CH2:62][C:63]([OH:65])=O)=[O:60], predict the reaction product. The product is: [C:59]([NH:61][CH2:62][C:63]([N:21]1[CH2:22][CH2:23][N:18]([C:16](=[O:17])[C:15]2[CH:14]=[CH:13][C:12](/[CH:11]=[CH:10]/[C:3]3[C:4]4[C:9](=[CH:8][CH:7]=[CH:6][CH:5]=4)[NH:1][N:2]=3)=[CH:25][CH:24]=2)[CH2:19][CH2:20]1)=[O:65])(=[O:60])[CH:58]([CH3:57])[CH3:26]. (2) Given the reactants [CH3:1][C:2]1[CH:7]=[CH:6][C:5]([C:8]2[C:13]3[CH2:14][CH:15]([CH2:17][NH2:18])[O:16][C:12]=3[CH:11]=[CH:10][CH:9]=2)=[CH:4][CH:3]=1.C(N(C(C)C)CC)(C)C.Cl[C:29]([O:31][CH2:32][C:33]1[CH:38]=[CH:37][CH:36]=[CH:35][CH:34]=1)=[O:30].C(OC(=O)NCC1CC2C=CC=C(C3CCCC3)C=2O1)C1C=CC=CC=1, predict the reaction product. The product is: [CH3:1][C:2]1[CH:3]=[CH:4][C:5]([C:8]2[C:13]3[CH2:14][CH:15]([CH2:17][NH:18][C:29](=[O:30])[O:31][CH2:32][C:33]4[CH:38]=[CH:37][CH:36]=[CH:35][CH:34]=4)[O:16][C:12]=3[CH:11]=[CH:10][CH:9]=2)=[CH:6][CH:7]=1. (3) Given the reactants Cl.[CH2:2]([O:9][C:10](=[O:19])[NH:11][C:12]1([CH3:18])[CH2:17][CH2:16][NH:15][CH2:14][CH2:13]1)[C:3]1[CH:8]=[CH:7][CH:6]=[CH:5][CH:4]=1.Cl[C:21]1[CH:26]=[CH:25][C:24]([C:27]([F:30])([F:29])[F:28])=[CH:23][N:22]=1.C(N(C(C)C)CC)(C)C, predict the reaction product. The product is: [CH2:2]([O:9][C:10](=[O:19])[NH:11][C:12]1([CH3:18])[CH2:17][CH2:16][N:15]([C:21]2[CH:26]=[CH:25][C:24]([C:27]([F:30])([F:29])[F:28])=[CH:23][N:22]=2)[CH2:14][CH2:13]1)[C:3]1[CH:8]=[CH:7][CH:6]=[CH:5][CH:4]=1.